Predict which catalyst facilitates the given reaction. From a dataset of Catalyst prediction with 721,799 reactions and 888 catalyst types from USPTO. Reactant: C([O-])(=O)C1C=CC=CC=1.[F:10][C:11]1[CH:16]=[CH:15][C:14]([C:17]([F:20])([F:19])[F:18])=[CH:13][C:12]=1[CH:21]1[CH:25]=[CH:24][N:23]([C@H:26]([C:28]2[CH:38]=[CH:37][C:31]([C:32]([O:34][CH2:35][CH3:36])=[O:33])=[CH:30][CH:29]=2)[CH3:27])[NH:22]1.C(N(CC)CC)C.[S:46]([O:53]S(C(F)(F)F)(=O)=O)([C:49]([F:52])([F:51])[F:50])(=[O:48])=[O:47]. Product: [F:10][C:11]1[CH:16]=[CH:15][C:14]([C:17]([F:20])([F:18])[F:19])=[CH:13][C:12]=1[C:21]1[CH:25]=[C:24]([O:53][S:46]([C:49]([F:52])([F:51])[F:50])(=[O:48])=[O:47])[N:23]([C@H:26]([C:28]2[CH:29]=[CH:30][C:31]([C:32]([O:34][CH2:35][CH3:36])=[O:33])=[CH:37][CH:38]=2)[CH3:27])[N:22]=1. The catalyst class is: 56.